Predict which catalyst facilitates the given reaction. From a dataset of Catalyst prediction with 721,799 reactions and 888 catalyst types from USPTO. (1) Reactant: C(N(CC)CC)C.Br[C:9]1[CH:14]=[CH:13][CH:12]=[CH:11][N:10]=1.C1(P(C2C=CC=CC=2)C2C=CC=CC=2)C=CC=CC=1.[CH2:34]([OH:39])[CH2:35][CH2:36][C:37]#[CH:38]. Product: [N:10]1[CH:11]=[CH:12][CH:13]=[CH:14][C:9]=1[CH2:38][CH2:37][CH2:36][C:35]#[C:34][OH:39]. The catalyst class is: 654. (2) Reactant: Br[C:2]1[CH:3]=[N:4][CH:5]=[CH:6][CH:7]=1.[Li]CCCC.[Cl:13][C:14]1[CH:19]=[CH:18][C:17]([C:20]2[C:24]([CH:25]=[O:26])=[C:23]([C:27]3[CH:32]=[CH:31][CH:30]=[CH:29][CH:28]=3)[S:22][N:21]=2)=[CH:16][CH:15]=1. Product: [Cl:13][C:14]1[CH:15]=[CH:16][C:17]([C:20]2[C:24]([CH:25]([C:2]3[CH:3]=[N:4][CH:5]=[CH:6][CH:7]=3)[OH:26])=[C:23]([C:27]3[CH:28]=[CH:29][CH:30]=[CH:31][CH:32]=3)[S:22][N:21]=2)=[CH:18][CH:19]=1. The catalyst class is: 332. (3) Reactant: [F:1][C:2]1[CH:3]=[C:4]2[C:9](=[C:10]([NH2:12])[CH:11]=1)[N:8]=[CH:7][CH:6]=[CH:5]2.[F:13][C:14]1[CH:19]=[CH:18][CH:17]=[C:16]([F:20])[C:15]=1[S:21](Cl)(=[O:23])=[O:22]. Product: [F:13][C:14]1[CH:19]=[CH:18][CH:17]=[C:16]([F:20])[C:15]=1[S:21]([NH:12][C:10]1[CH:11]=[C:2]([F:1])[CH:3]=[C:4]2[C:9]=1[N:8]=[CH:7][CH:6]=[CH:5]2)(=[O:23])=[O:22]. The catalyst class is: 142.